Dataset: Forward reaction prediction with 1.9M reactions from USPTO patents (1976-2016). Task: Predict the product of the given reaction. (1) Given the reactants [NH2:1][C:2]1[CH:7]=[CH:6][C:5]([NH:8][C:9](=[O:11])[CH3:10])=[CH:4][CH:3]=1.P(=O)(O)(O)O.[N+]([O-])(O)=O.[N:21]([O-])=O.[Na+].[CH3:25][C:26](=[O:31])[CH2:27][C:28](=[O:30])[CH3:29].C([O-])(=O)C.[K+].C([O-])([O-])=O.[Na+].[Na+], predict the reaction product. The product is: [C:28]([C:27](=[N:21][NH:1][C:2]1[CH:3]=[CH:4][C:5]([NH:8][C:9](=[O:11])[CH3:10])=[CH:6][CH:7]=1)[C:26](=[O:31])[CH3:25])(=[O:30])[CH3:29]. (2) Given the reactants Cl.[C:2]1([C:19]2[CH:24]=[CH:23][CH:22]=[CH:21][CH:20]=2)[CH:7]=[CH:6][C:5]([C:8]2[N:9]=[C:10]([CH:13]3[CH2:18][CH2:17][NH:16][CH2:15][CH2:14]3)[NH:11][CH:12]=2)=[CH:4][CH:3]=1.C(N(CC)CC)C.[CH2:32](Br)[C:33]1[CH:38]=[CH:37][CH:36]=[CH:35][CH:34]=1, predict the reaction product. The product is: [CH2:32]([N:16]1[CH2:17][CH2:18][CH:13]([C:10]2[NH:11][CH:12]=[C:8]([C:5]3[CH:6]=[CH:7][C:2]([C:19]4[CH:20]=[CH:21][CH:22]=[CH:23][CH:24]=4)=[CH:3][CH:4]=3)[N:9]=2)[CH2:14][CH2:15]1)[C:33]1[CH:38]=[CH:37][CH:36]=[CH:35][CH:34]=1. (3) Given the reactants [S:1]1[CH:5]=[CH:4][CH:3]=[C:2]1[C:6](=[NH:30])[NH:7][C:8]1[CH:9]=[CH:10][C:11]2[N:16]([CH:17]3[CH2:21][CH2:20][N:19](C(OC(C)(C)C)=O)[CH2:18]3)[CH2:15][CH2:14][S:13][C:12]=2[CH:29]=1.Cl, predict the reaction product. The product is: [NH:19]1[CH2:20][CH2:21][CH:17]([N:16]2[CH2:15][CH2:14][S:13][C:12]3[CH:29]=[C:8]([NH:7][C:6]([C:2]4[S:1][CH:5]=[CH:4][CH:3]=4)=[NH:30])[CH:9]=[CH:10][C:11]2=3)[CH2:18]1. (4) Given the reactants Cl[CH2:2][C:3]1[S:7][C:6]([C:8]2[NH:9][C:10]3[C:15]([CH:16]=2)=[CH:14][CH:13]=[CH:12][C:11]=3[NH:17][S:18]([C:21]2[S:22][CH:23]=[CH:24][CH:25]=2)(=[O:20])=[O:19])=[N:5][CH:4]=1.[N:26]1([CH2:32][C:33]([O:35][CH2:36][CH3:37])=[O:34])[CH2:31][CH2:30][NH:29][CH2:28][CH2:27]1.C(N(CC)CC)C.[Cl-].[NH4+], predict the reaction product. The product is: [CH2:36]([O:35][C:33](=[O:34])[CH2:32][N:26]1[CH2:31][CH2:30][N:29]([CH2:2][C:3]2[S:7][C:6]([C:8]3[NH:9][C:10]4[C:15]([CH:16]=3)=[CH:14][CH:13]=[CH:12][C:11]=4[NH:17][S:18]([C:21]3[S:22][CH:23]=[CH:24][CH:25]=3)(=[O:20])=[O:19])=[N:5][CH:4]=2)[CH2:28][CH2:27]1)[CH3:37]. (5) Given the reactants [CH:1]([Li])([CH2:3][CH3:4])[CH3:2].[F:6][C:7]1[C:8](/[C:17](/I)=[CH:18]/[C:19](=O)[C:20]2[NH:21][CH:22]=[CH:23][CH:24]=2)=[C:9]2[C:13](=[CH:14][CH:15]=1)[NH:12][C:11](=[O:16])[CH2:10]2, predict the reaction product. The product is: [CH:1]([C:17]1[CH:18]=[C:19]([C:20]2[NH:21][CH:22]=[CH:23][CH:24]=2)[C:10]2[C:11](=[O:16])[NH:12][C:13]3[C:9]=2[C:8]=1[C:7]([F:6])=[CH:15][CH:14]=3)([CH2:3][CH3:4])[CH3:2].